From a dataset of Reaction yield outcomes from USPTO patents with 853,638 reactions. Predict the reaction yield, written as a fraction of the theoretical maximum amount of product (1.0 means a 100% yield; for example, 0.34 means a 34% yield). (1) The reactants are [NH2:1][C:2]1[N:27]=[C:5]2[CH:6]=[CH:7][C:8]([O:10][C:11]3[CH:12]=[C:13]([NH:17][C:18]([C:20]4[C:25]([CH3:26])=[CH:24][CH:23]=[CH:22][N:21]=4)=[O:19])[CH:14]=[CH:15][CH:16]=3)=[CH:9][N:4]2[N:3]=1.[C:28](Cl)(=[O:30])[CH3:29]. The catalyst is CN(C)C(=O)C.C(=O)([O-])O.[Na+]. The product is [C:28]([NH:1][C:2]1[N:27]=[C:5]2[CH:6]=[CH:7][C:8]([O:10][C:11]3[CH:12]=[C:13]([NH:17][C:18]([C:20]4[C:25]([CH3:26])=[CH:24][CH:23]=[CH:22][N:21]=4)=[O:19])[CH:14]=[CH:15][CH:16]=3)=[CH:9][N:4]2[N:3]=1)(=[O:30])[CH3:29]. The yield is 0.660. (2) The product is [OH:15][C:13]1([C@H:31]2[CH2:36][CH2:35][CH2:34][CH2:33][N:32]2[C:37]([O:39][C:40]([CH3:43])([CH3:42])[CH3:41])=[O:38])[CH2:12][N:11]([C:9]([O:8][CH2:7][C:1]2[CH:6]=[CH:5][CH:4]=[CH:3][CH:2]=2)=[O:10])[CH2:14]1. The catalyst is CO. The yield is 0.810. The reactants are [C:1]1([CH2:7][O:8][C:9]([N:11]2[CH2:14][C:13]([C@H:31]3[CH2:36][CH2:35][CH2:34][CH2:33][N:32]3[C:37]([O:39][C:40]([CH3:43])([CH3:42])[CH3:41])=[O:38])([O:15]C(=O)[C@](OC)(C3C=CC=CC=3)C(F)(F)F)[CH2:12]2)=[O:10])[CH:6]=[CH:5][CH:4]=[CH:3][CH:2]=1.[OH-].[Na+]. (3) The reactants are [CH:1]1([NH:7][C:8]2[C:9]3[CH:20]=[CH:19][NH:18][C:10]=3[N:11]=[CH:12][C:13]=2[S:14]([CH3:17])(=[O:16])=[O:15])[CH2:6][CH2:5][CH2:4][CH2:3][CH2:2]1.[H-].[Na+].Cl[CH2:24][O:25][CH2:26][CH2:27][Si:28]([CH3:31])([CH3:30])[CH3:29].[Cl-].[Na+]. The catalyst is CN(C)C=O. The product is [CH:1]1([NH:7][C:8]2[C:9]3[CH:20]=[CH:19][N:18]([CH2:24][O:25][CH2:26][CH2:27][Si:28]([CH3:31])([CH3:30])[CH3:29])[C:10]=3[N:11]=[CH:12][C:13]=2[S:14]([CH3:17])(=[O:16])=[O:15])[CH2:2][CH2:3][CH2:4][CH2:5][CH2:6]1. The yield is 0.600. (4) The reactants are [Cl:1][C:2]1[C:7]([C:8]([NH:10][CH2:11][C:12]2[CH:17]=[CH:16][CH:15]=[C:14]([F:18])[CH:13]=2)=[O:9])=[C:6]([CH3:19])[CH:5]=[C:4](Cl)[N:3]=1.[NH:21]1[CH2:26][CH2:25][S:24][CH2:23][CH2:22]1.C([O-])([O-])=O.[Cs+].[Cs+]. The catalyst is O1CCOCC1.C1C=CC([P]([Pd]([P](C2C=CC=CC=2)(C2C=CC=CC=2)C2C=CC=CC=2)([P](C2C=CC=CC=2)(C2C=CC=CC=2)C2C=CC=CC=2)[P](C2C=CC=CC=2)(C2C=CC=CC=2)C2C=CC=CC=2)(C2C=CC=CC=2)C2C=CC=CC=2)=CC=1. The product is [Cl:1][C:2]1[C:7]([C:8]([NH:10][CH2:11][C:12]2[CH:17]=[CH:16][CH:15]=[C:14]([F:18])[CH:13]=2)=[O:9])=[C:6]([CH3:19])[CH:5]=[C:4]([N:21]2[CH2:26][CH2:25][S:24][CH2:23][CH2:22]2)[N:3]=1. The yield is 0.490. (5) The reactants are Br[C:2]1[C:10]2[CH:9]=[N:8][C:7]([S:11][CH3:12])=[N:6][C:5]=2[O:4][C:3]=1[C:13]1[CH:18]=[CH:17][C:16]([C:19]2([NH:23][C:24](=[O:30])[O:25][C:26]([CH3:29])([CH3:28])[CH3:27])[CH2:22][CH2:21][CH2:20]2)=[CH:15][CH:14]=1.[O-]P([O-])([O-])=O.[K+].[K+].[K+].[C:39]1(B(O)O)[CH:44]=[CH:43][CH:42]=[CH:41][CH:40]=1. The catalyst is C1C=CC([P]([Pd]([P](C2C=CC=CC=2)(C2C=CC=CC=2)C2C=CC=CC=2)([P](C2C=CC=CC=2)(C2C=CC=CC=2)C2C=CC=CC=2)[P](C2C=CC=CC=2)(C2C=CC=CC=2)C2C=CC=CC=2)(C2C=CC=CC=2)C2C=CC=CC=2)=CC=1.CN(C=O)C.O. The product is [CH3:12][S:11][C:7]1[N:8]=[CH:9][C:10]2[C:2]([C:39]3[CH:44]=[CH:43][CH:42]=[CH:41][CH:40]=3)=[C:3]([C:13]3[CH:18]=[CH:17][C:16]([C:19]4([NH:23][C:24](=[O:30])[O:25][C:26]([CH3:29])([CH3:28])[CH3:27])[CH2:22][CH2:21][CH2:20]4)=[CH:15][CH:14]=3)[O:4][C:5]=2[N:6]=1. The yield is 0.460. (6) The product is [C:19]([C:7]1[C:8]2[S:12][C:11]([NH:13][C:14](=[O:16])[CH3:15])=[N:10][C:9]=2[CH:17]=[CH:18][C:6]=1[O:5][C:4]1[CH:21]=[CH:22][CH:23]=[C:2]([NH:1][C:25](=[O:26])[NH:24][C:27]2[CH:32]=[CH:31][C:30]([C:33]([F:34])([F:36])[F:35])=[CH:29][CH:28]=2)[CH:3]=1)#[N:20]. The catalyst is CN(C)C=O.C(OCC)(=O)C. The reactants are [NH2:1][C:2]1[CH:3]=[C:4]([CH:21]=[CH:22][CH:23]=1)[O:5][C:6]1[CH:18]=[CH:17][C:9]2[N:10]=[C:11]([NH:13][C:14](=[O:16])[CH3:15])[S:12][C:8]=2[C:7]=1[C:19]#[N:20].[N:24]([C:27]1[CH:32]=[CH:31][C:30]([C:33]([F:36])([F:35])[F:34])=[CH:29][CH:28]=1)=[C:25]=[O:26]. The yield is 0.700. (7) The reactants are [I:1][C:2]1[N:7]=[N:6][C:5]([NH2:8])=[CH:4][CH:3]=1.Br[CH:10]([CH3:17])[C:11](=O)[C:12]([F:15])([F:14])[F:13]. No catalyst specified. The product is [I:1][C:2]1[CH:3]=[CH:4][C:5]2[N:6]([C:10]([CH3:17])=[C:11]([C:12]([F:15])([F:14])[F:13])[N:8]=2)[N:7]=1. The yield is 0.270.